Dataset: NCI-60 drug combinations with 297,098 pairs across 59 cell lines. Task: Regression. Given two drug SMILES strings and cell line genomic features, predict the synergy score measuring deviation from expected non-interaction effect. (1) Synergy scores: CSS=7.44, Synergy_ZIP=-3.96, Synergy_Bliss=-6.75, Synergy_Loewe=-13.2, Synergy_HSA=-8.05. Cell line: HCT-15. Drug 1: C1CCC(C1)C(CC#N)N2C=C(C=N2)C3=C4C=CNC4=NC=N3. Drug 2: C1CN1P(=S)(N2CC2)N3CC3. (2) Drug 1: C1=CC(=CC=C1CCCC(=O)O)N(CCCl)CCCl. Drug 2: CN1C(=O)N2C=NC(=C2N=N1)C(=O)N. Cell line: SNB-75. Synergy scores: CSS=16.7, Synergy_ZIP=2.52, Synergy_Bliss=3.14, Synergy_Loewe=-9.13, Synergy_HSA=1.22. (3) Drug 1: C1CCN(CC1)CCOC2=CC=C(C=C2)C(=O)C3=C(SC4=C3C=CC(=C4)O)C5=CC=C(C=C5)O. Drug 2: COC1=C(C=C2C(=C1)N=CN=C2NC3=CC(=C(C=C3)F)Cl)OCCCN4CCOCC4. Cell line: NCI-H322M. Synergy scores: CSS=49.9, Synergy_ZIP=-0.124, Synergy_Bliss=-0.334, Synergy_Loewe=-3.50, Synergy_HSA=-0.359. (4) Drug 1: CC(CN1CC(=O)NC(=O)C1)N2CC(=O)NC(=O)C2. Drug 2: C#CCC(CC1=CN=C2C(=N1)C(=NC(=N2)N)N)C3=CC=C(C=C3)C(=O)NC(CCC(=O)O)C(=O)O. Cell line: NCI-H322M. Synergy scores: CSS=5.44, Synergy_ZIP=-1.16, Synergy_Bliss=1.61, Synergy_Loewe=1.98, Synergy_HSA=1.95. (5) Drug 1: C1CN1C2=NC(=NC(=N2)N3CC3)N4CC4. Drug 2: C1=CC(=CC=C1CCCC(=O)O)N(CCCl)CCCl. Cell line: NCI-H522. Synergy scores: CSS=36.5, Synergy_ZIP=-13.2, Synergy_Bliss=-4.09, Synergy_Loewe=1.05, Synergy_HSA=3.17.